Dataset: Full USPTO retrosynthesis dataset with 1.9M reactions from patents (1976-2016). Task: Predict the reactants needed to synthesize the given product. Given the product [Br:1][C:2]1[N:7]=[C:6]([C:8](=[O:11])[NH:9][CH3:10])[C:5]([NH:12][C:13]2[C:18]([C:19]([F:22])([F:20])[F:21])=[CH:17][N:16]=[C:15]([NH:23][C:24]3[CH:37]=[CH:36][C:27]([CH2:28][CH2:29][CH2:30][PH:31](=[O:32])[OH:35])=[CH:26][C:25]=3[O:38][CH3:39])[N:14]=2)=[CH:4][CH:3]=1, predict the reactants needed to synthesize it. The reactants are: [Br:1][C:2]1[N:7]=[C:6]([C:8](=[O:11])[NH:9][CH3:10])[C:5]([NH:12][C:13]2[C:18]([C:19]([F:22])([F:21])[F:20])=[CH:17][N:16]=[C:15]([NH:23][C:24]3[CH:37]=[CH:36][C:27]([CH2:28][CH2:29][CH2:30][PH:31](=[O:35])[O:32]CC)=[CH:26][C:25]=3[O:38][CH3:39])[N:14]=2)=[CH:4][CH:3]=1.Br[Si](C)(C)C.CO.